From a dataset of Peptide-MHC class II binding affinity with 134,281 pairs from IEDB. Regression. Given a peptide amino acid sequence and an MHC pseudo amino acid sequence, predict their binding affinity value. This is MHC class II binding data. The peptide sequence is PNRDGDSYYYSEPTS. The MHC is DRB1_1101 with pseudo-sequence DRB1_1101. The binding affinity (normalized) is 0.